From a dataset of NCI-60 drug combinations with 297,098 pairs across 59 cell lines. Regression. Given two drug SMILES strings and cell line genomic features, predict the synergy score measuring deviation from expected non-interaction effect. (1) Drug 1: C1=CC=C(C=C1)NC(=O)CCCCCCC(=O)NO. Drug 2: C1CCC(C(C1)N)N.C(=O)(C(=O)[O-])[O-].[Pt+4]. Cell line: HT29. Synergy scores: CSS=53.6, Synergy_ZIP=-6.35, Synergy_Bliss=-5.53, Synergy_Loewe=-6.97, Synergy_HSA=-3.74. (2) Drug 1: C1CN1P(=S)(N2CC2)N3CC3. Drug 2: C(CCl)NC(=O)N(CCCl)N=O. Cell line: CAKI-1. Synergy scores: CSS=23.4, Synergy_ZIP=-4.09, Synergy_Bliss=0.449, Synergy_Loewe=-12.6, Synergy_HSA=1.80. (3) Drug 1: COC1=C(C=C2C(=C1)N=CN=C2NC3=CC(=C(C=C3)F)Cl)OCCCN4CCOCC4. Drug 2: CN(C)C1=NC(=NC(=N1)N(C)C)N(C)C. Cell line: SF-539. Synergy scores: CSS=14.3, Synergy_ZIP=2.39, Synergy_Bliss=6.81, Synergy_Loewe=-2.69, Synergy_HSA=4.38. (4) Drug 2: CC(C)(C#N)C1=CC(=CC(=C1)CN2C=NC=N2)C(C)(C)C#N. Synergy scores: CSS=22.1, Synergy_ZIP=-6.96, Synergy_Bliss=0.899, Synergy_Loewe=-1.81, Synergy_HSA=1.60. Cell line: NCI-H226. Drug 1: CC1=C(N=C(N=C1N)C(CC(=O)N)NCC(C(=O)N)N)C(=O)NC(C(C2=CN=CN2)OC3C(C(C(C(O3)CO)O)O)OC4C(C(C(C(O4)CO)O)OC(=O)N)O)C(=O)NC(C)C(C(C)C(=O)NC(C(C)O)C(=O)NCCC5=NC(=CS5)C6=NC(=CS6)C(=O)NCCC[S+](C)C)O. (5) Drug 1: CC1=C(C(=CC=C1)Cl)NC(=O)C2=CN=C(S2)NC3=CC(=NC(=N3)C)N4CCN(CC4)CCO. Drug 2: CN(CCCl)CCCl.Cl. Cell line: TK-10. Synergy scores: CSS=27.5, Synergy_ZIP=-12.4, Synergy_Bliss=-1.73, Synergy_Loewe=-2.82, Synergy_HSA=0.518.